From a dataset of Retrosynthesis with 50K atom-mapped reactions and 10 reaction types from USPTO. Predict the reactants needed to synthesize the given product. (1) Given the product O=S(=O)(c1ccsc1)N1CCN(c2ccc(C(O)(C(F)(F)F)C(F)(F)F)cc2)CC1, predict the reactants needed to synthesize it. The reactants are: O=S(=O)(Cl)c1ccsc1.OC(c1ccc(N2CCNCC2)cc1)(C(F)(F)F)C(F)(F)F. (2) Given the product COc1cc2c(Oc3ccc(NC(=O)c4cccn(-c5ccc(F)cc5)c4=O)cc3F)ccnc2cc1OCCCN1CCOCC1, predict the reactants needed to synthesize it. The reactants are: COc1cc2c(Oc3ccc(N)cc3F)ccnc2cc1OCCCN1CCOCC1.O=C(O)c1cccn(-c2ccc(F)cc2)c1=O.